Dataset: Reaction yield outcomes from USPTO patents with 853,638 reactions. Task: Predict the reaction yield, written as a fraction of the theoretical maximum amount of product (1.0 means a 100% yield; for example, 0.34 means a 34% yield). (1) No catalyst specified. The yield is 0.620. The reactants are [C:1]([C:5]1[CH:9]=[C:8]([NH:10][C:11]([NH:13][C:14]2[CH:19]=[CH:18][C:17]([O:20][C:21]3[CH:26]=[CH:25][N:24]=[CH:23][CH:22]=3)=[CH:16][CH:15]=2)=[O:12])[N:7]([C:27]2[CH:32]=[CH:31][C:30]([CH2:33][C:34](N3CC[C@H](O)C3)=[O:35])=[CH:29][CH:28]=2)[N:6]=1)([CH3:4])([CH3:3])[CH3:2].Cl.[CH3:43][O:44][C:45](=[O:50])[C@H:46]([CH2:48][OH:49])[NH2:47]. The product is [C:1]([C:5]1[CH:9]=[C:8]([NH:10][C:11]([NH:13][C:14]2[CH:15]=[CH:16][C:17]([O:20][C:21]3[CH:26]=[CH:25][N:24]=[CH:23][CH:22]=3)=[CH:18][CH:19]=2)=[O:12])[N:7]([C:27]2[CH:28]=[CH:29][C:30]([CH2:33][C:34]([NH:47][C@H:46]([C:45]([O:44][CH3:43])=[O:50])[CH2:48][OH:49])=[O:35])=[CH:31][CH:32]=2)[N:6]=1)([CH3:4])([CH3:2])[CH3:3]. (2) The reactants are N([CH2:4][C:5]1[CH:10]=[C:9]([Cl:11])[CH:8]=[CH:7][C:6]=1[C:12]1[N:16]([C:17]([C:30]2[CH:35]=[CH:34][CH:33]=[CH:32][CH:31]=2)([C:24]2[CH:29]=[CH:28][CH:27]=[CH:26][CH:25]=2)[C:18]2[CH:23]=[CH:22][CH:21]=[CH:20][CH:19]=2)[N:15]=[N:14][N:13]=1)=[N+]=[N-].C1C(=O)N([Br:43])C(=O)C1.C(OOC(=O)C1C=CC=CC=1)(=O)C1C=CC=CC=1. The catalyst is C(Cl)(Cl)Cl. The product is [Br:43][CH2:4][C:5]1[CH:10]=[C:9]([Cl:11])[CH:8]=[CH:7][C:6]=1[C:12]1[N:16]([C:17]([C:30]2[CH:35]=[CH:34][CH:33]=[CH:32][CH:31]=2)([C:24]2[CH:29]=[CH:28][CH:27]=[CH:26][CH:25]=2)[C:18]2[CH:23]=[CH:22][CH:21]=[CH:20][CH:19]=2)[N:15]=[N:14][N:13]=1. The yield is 0.741. (3) The reactants are [F:1][C:2]1[CH:3]=[C:4]([CH:6]=[CH:7][C:8]=1[O:9][C:10]1[CH:15]=[CH:14][N:13]=[C:12]2[CH:16]=[C:17]([C:19]3[N:20]=[CH:21][N:22]([CH2:24][O:25][CH3:26])[CH:23]=3)[S:18][C:11]=12)[NH2:5].[CH3:27][O:28][C:29]1[CH:34]=[CH:33][CH:32]=[CH:31][C:30]=1[NH:35][C:36](=[O:41])[CH2:37][C:38](O)=[O:39].C1C=CC2N(O)N=NC=2C=1.C(Cl)CCl. The catalyst is CN(C=O)C. The product is [F:1][C:2]1[CH:3]=[C:4]([NH:5][C:38](=[O:39])[CH2:37][C:36]([NH:35][C:30]2[CH:31]=[CH:32][CH:33]=[CH:34][C:29]=2[O:28][CH3:27])=[O:41])[CH:6]=[CH:7][C:8]=1[O:9][C:10]1[CH:15]=[CH:14][N:13]=[C:12]2[CH:16]=[C:17]([C:19]3[N:20]=[CH:21][N:22]([CH2:24][O:25][CH3:26])[CH:23]=3)[S:18][C:11]=12. The yield is 0.720. (4) The reactants are Cl.[NH2:2][C:3]1([CH2:11][CH2:12][CH2:13][CH2:14][NH:15][C:16](=[O:25])[O:17][CH2:18][C:19]2[CH:24]=[CH:23][CH:22]=[CH:21][CH:20]=2)[CH2:8][CH2:7][C:6](=[O:9])[NH:5][C:4]1=[O:10].[N+:26]([C:29]1[CH:39]=[CH:38][CH:37]=[C:31]2[C:32]([O:34][C:35](=O)[C:30]=12)=[O:33])([O-:28])=[O:27].C([O-])(=O)C.[Na+].C(=O)(O)[O-].[Na+]. The catalyst is C(O)(=O)C. The product is [N+:26]([C:29]1[CH:39]=[CH:38][CH:37]=[C:31]2[C:30]=1[C:35](=[O:34])[N:2]([C:3]1([CH2:11][CH2:12][CH2:13][CH2:14][NH:15][C:16](=[O:25])[O:17][CH2:18][C:19]3[CH:20]=[CH:21][CH:22]=[CH:23][CH:24]=3)[CH2:8][CH2:7][C:6](=[O:9])[NH:5][C:4]1=[O:10])[C:32]2=[O:33])([O-:28])=[O:27]. The yield is 0.540. (5) The reactants are [N+:1]([C:4]1[CH:11]=[C:10]([O:12][CH2:13][CH:14]2[CH2:19][CH2:18][N:17](C(OC(C)(C)C)=O)[CH2:16][CH2:15]2)[C:9]([O:27][CH3:28])=[CH:8][C:5]=1[C:6]#[N:7])([O-:3])=[O:2].C(O)(C(F)(F)F)=O. The catalyst is C(Cl)Cl. The product is [N+:1]([C:4]1[CH:11]=[C:10]([O:12][CH2:13][CH:14]2[CH2:15][CH2:16][NH:17][CH2:18][CH2:19]2)[C:9]([O:27][CH3:28])=[CH:8][C:5]=1[C:6]#[N:7])([O-:3])=[O:2]. The yield is 0.880. (6) The reactants are [Br:1][C:2]1[CH:3]=[CH:4][C:5]2[O:14][CH2:13][CH2:12][C:11]3[S:10][C:9]([C:15]([NH2:17])=O)=[N:8][C:7]=3[C:6]=2[CH:18]=1.[CH3:19]OC(OC)N(C)C.Cl.[CH:28]([NH:31][NH2:32])([CH3:30])[CH3:29].C(=O)(O)[O-].[Na+]. The catalyst is C1(C)C=CC=CC=1.C(O)(=O)C.O.C(OCC)(=O)C. The product is [Br:1][C:2]1[CH:3]=[CH:4][C:5]2[O:14][CH2:13][CH2:12][C:11]3[S:10][C:9]([C:15]4[N:31]([CH:28]([CH3:30])[CH3:29])[N:32]=[CH:19][N:17]=4)=[N:8][C:7]=3[C:6]=2[CH:18]=1. The yield is 0.350. (7) The reactants are [C:1]([O:5][C:6]([NH:8][C@H:9]([CH2:31][C:32]1[CH:37]=[CH:36][C:35]([Cl:38])=[CH:34][CH:33]=1)[C:10]([N:12]1[CH2:17][CH2:16][N:15]([C:18]2[C:23]([C:24]([O:26]C)=[O:25])=[CH:22][N:21]=[C:20]3[NH:28][CH:29]=[CH:30][C:19]=23)[CH2:14][CH2:13]1)=[O:11])=[O:7])([CH3:4])([CH3:3])[CH3:2].C1COCC1.[Li+].[OH-]. The catalyst is O.CO.C(Cl)Cl. The product is [C:1]([O:5][C:6]([NH:8][C@H:9]([CH2:31][C:32]1[CH:33]=[CH:34][C:35]([Cl:38])=[CH:36][CH:37]=1)[C:10]([N:12]1[CH2:13][CH2:14][N:15]([C:18]2[C:23]([C:24]([OH:26])=[O:25])=[CH:22][N:21]=[C:20]3[NH:28][CH:29]=[CH:30][C:19]=23)[CH2:16][CH2:17]1)=[O:11])=[O:7])([CH3:4])([CH3:2])[CH3:3]. The yield is 0.244. (8) The reactants are [CH3:1][C:2]1[N:3]=[C:4]([C:16]2[CH:21]=[CH:20][C:19]([C:22]([F:25])([F:24])[F:23])=[CH:18][CH:17]=2)[S:5][C:6]=1B1OC(C)(C)C(C)(C)O1.C(=O)([O-])[O-].[Cs+].[Cs+].I[C:33]1[CH:38]=[CH:37][CH:36]=[CH:35][C:34]=1[CH3:39].COCCOC. The catalyst is C(Cl)Cl.C1C=CC([P]([Pd]([P](C2C=CC=CC=2)(C2C=CC=CC=2)C2C=CC=CC=2)([P](C2C=CC=CC=2)(C2C=CC=CC=2)C2C=CC=CC=2)[P](C2C=CC=CC=2)(C2C=CC=CC=2)C2C=CC=CC=2)(C2C=CC=CC=2)C2C=CC=CC=2)=CC=1.O. The product is [CH3:1][C:2]1[N:3]=[C:4]([C:16]2[CH:17]=[CH:18][C:19]([C:22]([F:23])([F:24])[F:25])=[CH:20][CH:21]=2)[S:5][C:6]=1[C:33]1[CH:38]=[CH:37][CH:36]=[CH:35][C:34]=1[CH3:39]. The yield is 0.612. (9) The reactants are [CH3:1][C:2]1[CH:7]=[CH:6][C:5]([S:8]([O:11][CH2:12][CH:13]([O:16][C:17]2[C:22](/[CH:23]=C/C)=[CH:21][C:20]([F:26])=[CH:19][C:18]=2[Br:27])[CH:14]=C)(=[O:10])=[O:9])=[CH:4][CH:3]=1. The catalyst is ClCCl.C1CCC(P(C2CCCCC2)C2CCCCC2)CC1.C1CCC(P(C2CCCCC2)C2CCCCC2)CC1.C1C=CC(C=[Ru](Cl)Cl)=CC=1. The product is [CH3:1][C:2]1[CH:3]=[CH:4][C:5]([S:8]([O:11][CH2:12][CH:13]2[CH:14]=[CH:23][C:22]3[C:17](=[C:18]([Br:27])[CH:19]=[C:20]([F:26])[CH:21]=3)[O:16]2)(=[O:10])=[O:9])=[CH:6][CH:7]=1. The yield is 0.960. (10) The reactants are Br[C:2]1[CH:7]=[CH:6][C:5]([CH2:8][CH2:9][CH2:10][N:11]2[C:19](=[O:20])[C:18]3[C:13](=[CH:14][CH:15]=[CH:16][CH:17]=3)[C:12]2=[O:21])=[CH:4][CH:3]=1.[CH3:22][C:23]1([CH3:39])[C:27]([CH3:29])([CH3:28])[O:26][B:25]([B:25]2[O:26][C:27]([CH3:29])([CH3:28])[C:23]([CH3:39])([CH3:22])[O:24]2)[O:24]1.C([O-])(=O)C.[K+2].C([O-])(=O)C. The catalyst is C1C=CC(P(C2C=CC=CC=2)[C-]2C=CC=C2)=CC=1.C1C=CC(P(C2C=CC=CC=2)[C-]2C=CC=C2)=CC=1.Cl[Pd]Cl.[Fe+2].C1(P(C2C=CC=CC=2)[C-]2C=CC=C2)C=CC=CC=1.[C-]1(P(C2C=CC=CC=2)C2C=CC=CC=2)C=CC=C1.[Fe+2].O1CCOCC1. The product is [CH3:22][C:23]1([CH3:39])[C:27]([CH3:29])([CH3:28])[O:26][B:25]([C:2]2[CH:7]=[CH:6][C:5]([CH2:8][CH2:9][CH2:10][N:11]3[C:19](=[O:20])[C:18]4[C:13](=[CH:14][CH:15]=[CH:16][CH:17]=4)[C:12]3=[O:21])=[CH:4][CH:3]=2)[O:24]1. The yield is 1.01.